This data is from Forward reaction prediction with 1.9M reactions from USPTO patents (1976-2016). The task is: Predict the product of the given reaction. (1) The product is: [F:8][C:6]1[CH:5]=[C:4]([CH2:9][C:10]([NH:12][C@H:13]([C:15]([NH:18][C@@H:19]2[C:27]3[C:22](=[CH:23][CH:24]=[CH:25][CH:26]=3)[CH2:21][C@@H:20]2[OH:28])=[O:17])[CH3:14])=[O:11])[CH:3]=[C:2]([F:1])[CH:7]=1. Given the reactants [F:1][C:2]1[CH:3]=[C:4]([CH2:9][C:10]([NH:12][C@H:13]([C:15]([OH:17])=O)[CH3:14])=[O:11])[CH:5]=[C:6]([F:8])[CH:7]=1.[NH2:18][C@@H:19]1[C:27]2[C:22](=[CH:23][CH:24]=[CH:25][CH:26]=2)[CH2:21][C@@H:20]1[OH:28], predict the reaction product. (2) Given the reactants C(N(CC)CC)C.[CH:8]([C:10]1[C:18]2[C:13](=[CH:14][CH:15]=[C:16]([CH3:19])[CH:17]=2)[N:12](C(OC(C)(C)C)=O)[CH:11]=1)=[O:9].[CH:27](=[N:34][C:35]1[CH:40]=[CH:39][CH:38]=[C:37]([O:41][CH3:42])[CH:36]=1)[C:28]1[CH:33]=[CH:32][CH:31]=[CH:30][CH:29]=1, predict the reaction product. The product is: [CH3:42][O:41][C:37]1[CH:36]=[C:35]([NH:34][CH:27]([C:28]2[CH:33]=[CH:32][CH:31]=[CH:30][CH:29]=2)[C:8]([C:10]2[C:18]3[C:13](=[CH:14][CH:15]=[C:16]([CH3:19])[CH:17]=3)[NH:12][CH:11]=2)=[O:9])[CH:40]=[CH:39][CH:38]=1.